Dataset: CYP1A2 inhibition data for predicting drug metabolism from PubChem BioAssay. Task: Regression/Classification. Given a drug SMILES string, predict its absorption, distribution, metabolism, or excretion properties. Task type varies by dataset: regression for continuous measurements (e.g., permeability, clearance, half-life) or binary classification for categorical outcomes (e.g., BBB penetration, CYP inhibition). Dataset: cyp1a2_veith. (1) The result is 1 (inhibitor). The molecule is CCc1c2c(nc3cccc(C(C)C)c13)-c1cccc(=O)n1C2. (2) The compound is N#Cc1sc2nc(-c3cccs3)cc(-c3ccc(Cl)cc3)c2c1N. The result is 1 (inhibitor). (3) The compound is Cc1ccc(-c2nn3c(C)nnc3c3ccccc23)cc1S(=O)(=O)NCCN1CCOCC1. The result is 0 (non-inhibitor). (4) The compound is O=c1c(-c2ccccc2)nc2cnc(N3CCNCC3)nc2n1Cc1cccs1. The result is 1 (inhibitor). (5) The compound is CO/N=C/c1ccc(N2CCN(C(=O)c3ccc(Cl)cc3Cl)CC2)c([N+](=O)[O-])c1. The result is 0 (non-inhibitor). (6) The drug is CCC1NC(=S)N(C2CCCCC2)C1=O. The result is 0 (non-inhibitor). (7) The drug is CC1(C)[C@@H]2CC[C@]1(CC(=O)O)[C@H](Cl)C2. The result is 0 (non-inhibitor).